The task is: Predict the reaction yield, written as a fraction of the theoretical maximum amount of product (1.0 means a 100% yield; for example, 0.34 means a 34% yield).. This data is from Reaction yield outcomes from USPTO patents with 853,638 reactions. (1) The reactants are [N+:1]([C:4]1[CH:5]=[C:6]2[C:11](=[CH:12][CH:13]=1)[O:10][CH:9]=[CH:8][C:7]2=[O:14])([O-])=O. The catalyst is CO.C(OCC)(=O)C.[Pd]. The product is [NH2:1][C:4]1[CH:5]=[C:6]2[C:11](=[CH:12][CH:13]=1)[O:10][CH:9]=[CH:8][C:7]2=[O:14]. The yield is 0.940. (2) The reactants are Br[C:2]1[CH:7]=[CH:6][CH:5]=[C:4]([CH2:8][O:9][Si:10]([C:13]([CH3:16])([CH3:15])[CH3:14])([CH3:12])[CH3:11])[N:3]=1.[CH3:17][N:18]([CH3:30])[C:19]([C:21]1[CH:26]=[CH:25][C:24](B(O)O)=[CH:23][CH:22]=1)=[O:20].C(Cl)Cl.C(=O)([O-])[O-].[Na+].[Na+]. The product is [Si:10]([O:9][CH2:8][C:4]1[N:3]=[C:2]([C:24]2[CH:25]=[CH:26][C:21]([C:19]([N:18]([CH3:30])[CH3:17])=[O:20])=[CH:22][CH:23]=2)[CH:7]=[CH:6][CH:5]=1)([C:13]([CH3:16])([CH3:15])[CH3:14])([CH3:12])[CH3:11]. The yield is 0.890. The catalyst is C1(C)C=CC=CC=1.C(O)C.O.C1C=CC(P(C2C=CC=CC=2)[C-]2C=CC=C2)=CC=1.C1C=CC(P(C2C=CC=CC=2)[C-]2C=CC=C2)=CC=1.Cl[Pd]Cl.[Fe+2]. (3) The reactants are I[CH2:2][C@@H:3]([CH3:16])[CH2:4][N:5]1[C:14]2[C:9](=[CH:10][CH:11]=[CH:12][CH:13]=2)[CH2:8][CH2:7][C:6]1=[O:15].[CH2:17]([CH:21]1[CH2:27][CH:26]2[NH:28][CH:23]([CH2:24][CH2:25]2)[CH2:22]1)[CH2:18][CH2:19][CH3:20]. The catalyst is CC#N. The product is [CH2:17]([CH:21]1[CH2:22][CH:23]2[N:28]([CH2:2][C@@H:3]([CH3:16])[CH2:4][N:5]3[C:14]4[C:9](=[CH:10][CH:11]=[CH:12][CH:13]=4)[CH2:8][CH2:7][C:6]3=[O:15])[CH:26]([CH2:25][CH2:24]2)[CH2:27]1)[CH2:18][CH2:19][CH3:20]. The yield is 0.300. (4) The product is [NH2:31][C:29]1[CH:28]=[CH:27][C:3]([O:4][C:5]2[N:10]=[CH:9][N:8]=[C:7]([NH:11][C:12](=[O:26])[N:13]([CH:15]3[CH2:20][CH2:19][N:18]([CH2:21][CH2:22][N:23]([CH3:25])[CH3:24])[CH2:17][CH2:16]3)[CH3:14])[CH:6]=2)=[C:2]([F:1])[CH:30]=1. The yield is 0.980. The catalyst is O1CCCC1.[OH-].[Pd+2].[OH-].[C]. The reactants are [F:1][C:2]1[CH:30]=[C:29]([N+:31]([O-])=O)[CH:28]=[CH:27][C:3]=1[O:4][C:5]1[N:10]=[CH:9][N:8]=[C:7]([NH:11][C:12](=[O:26])[N:13]([CH:15]2[CH2:20][CH2:19][N:18]([CH2:21][CH2:22][N:23]([CH3:25])[CH3:24])[CH2:17][CH2:16]2)[CH3:14])[CH:6]=1. (5) The reactants are [F:1][C:2]1([F:48])[CH2:7][CH2:6][CH:5]([C:8]2[C:17]3[CH:16]([O:18][CH2:19][C:20]4[CH:25]=[CH:24][C:23]([O:26][CH3:27])=[CH:22][CH:21]=4)[CH2:15][C:14]([CH3:29])([CH3:28])[CH2:13][C:12]=3[N:11]=[C:10]([CH:30]3[CH2:35][CH2:34][NH:33][CH2:32][CH2:31]3)[C:9]=2[CH:36]([F:47])[C:37]2[CH:42]=[CH:41][C:40]([C:43]([F:46])([F:45])[F:44])=[CH:39][CH:38]=2)[CH2:4][CH2:3]1.Br[C:50]1[N:55]=[CH:54][CH:53]=[CH:52][N:51]=1.C(N(C(C)C)CC)(C)C.C(O)(C)(C)C. The catalyst is O. The product is [F:48][C:2]1([F:1])[CH2:7][CH2:6][CH:5]([C:8]2[C:17]3[CH:16]([O:18][CH2:19][C:20]4[CH:21]=[CH:22][C:23]([O:26][CH3:27])=[CH:24][CH:25]=4)[CH2:15][C:14]([CH3:28])([CH3:29])[CH2:13][C:12]=3[N:11]=[C:10]([CH:30]3[CH2:35][CH2:34][N:33]([C:50]4[N:55]=[CH:54][CH:53]=[CH:52][N:51]=4)[CH2:32][CH2:31]3)[C:9]=2[CH:36]([F:47])[C:37]2[CH:38]=[CH:39][C:40]([C:43]([F:45])([F:46])[F:44])=[CH:41][CH:42]=2)[CH2:4][CH2:3]1. The yield is 0.870. (6) The reactants are [I:1][C:2]1[CH:10]=[CH:9][C:5]([C:6](Cl)=[O:7])=[CH:4][CH:3]=1.[CH3:11][N:12]([CH3:19])[CH:13]1[CH2:18][CH2:17][NH:16][CH2:15][CH2:14]1. The catalyst is C(Cl)Cl.C([O-])([O-])=O.[Na+].[Na+]. The product is [CH3:11][N:12]([CH3:19])[CH:13]1[CH2:18][CH2:17][N:16]([C:6]([C:5]2[CH:9]=[CH:10][C:2]([I:1])=[CH:3][CH:4]=2)=[O:7])[CH2:15][CH2:14]1. The yield is 0.980. (7) The reactants are [OH:1][CH2:2][C@H:3]1[CH2:8][CH2:7][CH2:6][N:5]([C:9]([O:11][C:12]([CH3:15])([CH3:14])[CH3:13])=[O:10])[CH2:4]1.[S:16](Cl)([C:19]1[CH:25]=[CH:24][C:22]([CH3:23])=[CH:21][CH:20]=1)(=[O:18])=[O:17].CCN(CC)CC. The catalyst is C(Cl)Cl.CN(C1C=CN=CC=1)C. The product is [S:16]([O:1][CH2:2][C@H:3]1[CH2:8][CH2:7][CH2:6][N:5]([C:9]([O:11][C:12]([CH3:15])([CH3:14])[CH3:13])=[O:10])[CH2:4]1)([C:19]1[CH:25]=[CH:24][C:22]([CH3:23])=[CH:21][CH:20]=1)(=[O:18])=[O:17]. The yield is 0.970. (8) The reactants are [Cl:1][C:2]1[CH:3]=[CH:4][C:5]2[C:11]3[N:12]=[C:13](N)[N:14]=[CH:15][C:10]=3[CH2:9][N:8]=[C:7]([C:17]3[C:22]([F:23])=[CH:21][CH:20]=[CH:19][C:18]=3[F:24])[C:6]=2[CH:25]=1.[I:26]CI.N(OCCC(C)C)=O.Cl. The catalyst is [Cu]I.C(OCC)(=O)C.O1CCCC1. The product is [Cl:1][C:2]1[CH:3]=[CH:4][C:5]2[C:11]3[N:12]=[C:13]([I:26])[N:14]=[CH:15][C:10]=3[CH2:9][N:8]=[C:7]([C:17]3[C:22]([F:23])=[CH:21][CH:20]=[CH:19][C:18]=3[F:24])[C:6]=2[CH:25]=1. The yield is 0.500. (9) The reactants are [Br:1][C:2]1[N:3]=[C:4]([C:9]#[C:10][Si](C)(C)C)[C:5]([NH2:8])=[N:6][CH:7]=1.[H-].[Na+].[C:17]1([CH3:27])[CH:22]=[CH:21][C:20]([S:23](Cl)(=[O:25])=[O:24])=[CH:19][CH:18]=1. The catalyst is CN(C=O)C. The product is [Br:1][C:2]1[N:3]=[C:4]2[CH:9]=[CH:10][N:8]([S:23]([C:20]3[CH:21]=[CH:22][C:17]([CH3:27])=[CH:18][CH:19]=3)(=[O:25])=[O:24])[C:5]2=[N:6][CH:7]=1. The yield is 0.520.